From a dataset of Full USPTO retrosynthesis dataset with 1.9M reactions from patents (1976-2016). Predict the reactants needed to synthesize the given product. Given the product [CH3:1][C:2]1[N:3]=[C:4]([N:10]2[CH2:15][CH2:14][O:13][CH2:12][CH2:11]2)[S:5][C:6]=1[C:7]1[CH:8]=[CH:17][N:46]=[C:44]([NH:43][C:39]2[CH:38]=[C:37]([OH:36])[CH:42]=[CH:41][CH:40]=2)[N:45]=1, predict the reactants needed to synthesize it. The reactants are: [CH3:1][C:2]1[N:3]=[C:4]([N:10]2[CH2:15][CH2:14][O:13][CH2:12][CH2:11]2)[S:5][C:6]=1[C:7](=O)[CH3:8].Br[CH:17](C(=O)C)C(=O)C.COC(N(C)C)OC.[N+]([O-])(O)=O.[OH:36][C:37]1[CH:38]=[C:39]([NH:43][C:44]([NH2:46])=[NH:45])[CH:40]=[CH:41][CH:42]=1.